This data is from Peptide-MHC class II binding affinity with 134,281 pairs from IEDB. The task is: Regression. Given a peptide amino acid sequence and an MHC pseudo amino acid sequence, predict their binding affinity value. This is MHC class II binding data. (1) The peptide sequence is LGTFDTVQIIKLLPF. The MHC is DRB5_0101 with pseudo-sequence DRB5_0101. The binding affinity (normalized) is 0.405. (2) The peptide sequence is AAFTSSSKAATAKAP. The MHC is HLA-DPA10103-DPB10201 with pseudo-sequence HLA-DPA10103-DPB10201. The binding affinity (normalized) is 0.233. (3) The peptide sequence is ALTEALRVIAGAFEV. The MHC is DRB1_1602 with pseudo-sequence DRB1_1602. The binding affinity (normalized) is 0.380. (4) The peptide sequence is NIQIRLPWYSYLYAV. The MHC is DRB3_0202 with pseudo-sequence DRB3_0202. The binding affinity (normalized) is 0. (5) The peptide sequence is KESGDAASGADGTYD. The MHC is HLA-DQA10501-DQB10201 with pseudo-sequence HLA-DQA10501-DQB10201. The binding affinity (normalized) is 0.0766.